This data is from Reaction yield outcomes from USPTO patents with 853,638 reactions. The task is: Predict the reaction yield, written as a fraction of the theoretical maximum amount of product (1.0 means a 100% yield; for example, 0.34 means a 34% yield). The reactants are C([O:3][C:4]([C:6]1C=CC(B(O)O)=CC=1)=[O:5])C.NC1CC(C(N(CCC)CCC)=O)=CC2C=CC(Br)=CC=2N=1.COC(C1C=CC(B(O)O)=CC=1)=O.C(=O)([O-])[O-].[K+].[K+].[C:56]([O:60][C:61]([NH:63][C:64]1[CH2:65][C:66]([C:86](=[O:102])[N:87]([CH2:91][CH2:92][CH2:93][O:94][Si:95]([C:98]([CH3:101])([CH3:100])[CH3:99])([CH3:97])[CH3:96])[CH2:88][CH2:89][CH3:90])=[CH:67][C:68]2[CH:74]=[CH:73][C:72]([C:75]3[CH:85]=[CH:84][C:78]([C:79]([O:81][CH2:82][CH3:83])=[O:80])=[CH:77][CH:76]=3)=[CH:71][C:69]=2[N:70]=1)=[O:62])([CH3:59])([CH3:58])[CH3:57]. The catalyst is C(#N)C.CCOC(C)=O.ClCCl.C(O)(C(F)(F)F)=O.C1C=CC([P]([Pd]([P](C2C=CC=CC=2)(C2C=CC=CC=2)C2C=CC=CC=2)([P](C2C=CC=CC=2)(C2C=CC=CC=2)C2C=CC=CC=2)[P](C2C=CC=CC=2)(C2C=CC=CC=2)C2C=CC=CC=2)(C2C=CC=CC=2)C2C=CC=CC=2)=CC=1. The product is [C:4]([O-:5])(=[O:3])[CH3:6].[C:56]([O:60][C:61]([NH:63][C:64]1[CH2:65][C:66]([C:86](=[O:102])[N:87]([CH2:91][CH2:92][CH2:93][O:94][Si:95]([C:98]([CH3:99])([CH3:101])[CH3:100])([CH3:96])[CH3:97])[CH2:88][CH2:89][CH3:90])=[CH:67][C:68]2[CH:74]=[CH:73][C:72]([C:75]3[CH:85]=[CH:84][C:78]([C:79]([O:81][CH2:82][CH3:83])=[O:80])=[CH:77][CH:76]=3)=[CH:71][C:69]=2[N:70]=1)=[O:62])([CH3:57])([CH3:58])[CH3:59]. The yield is 0.400.